This data is from Full USPTO retrosynthesis dataset with 1.9M reactions from patents (1976-2016). The task is: Predict the reactants needed to synthesize the given product. (1) Given the product [Cl:1][C:2]1[C@H:3]([OH:30])[C@H:4]2[CH2:29][C@@:7]3([C:18]=1[C:17]1[CH:16]=[CH:15][C:14]4[N:13]([S:19]([C:22]5[CH:23]=[CH:24][C:25]([CH3:28])=[CH:26][CH:27]=5)(=[O:20])=[O:21])[N:12]=[CH:11][C:10]=4[C:9]=1[CH2:8]3)[CH2:6][CH2:5]2.[Cl:31][C:32]1[C@H:33]([OH:60])[C@H:34]2[CH2:59][C@@:37]3([C:48]=1[C:47]1[CH:46]=[CH:45][C:44]4[C:40](=[CH:41][N:42]([S:49]([C:52]5[CH:53]=[CH:54][C:55]([CH3:58])=[CH:56][CH:57]=5)(=[O:50])=[O:51])[N:43]=4)[C:39]=1[CH2:38]3)[CH2:36][CH2:35]2, predict the reactants needed to synthesize it. The reactants are: [Cl:1][C:2]1[C:3](=[O:30])[C@H:4]2[CH2:29][C@@:7]3([C:18]=1[C:17]1[CH:16]=[CH:15][C:14]4[N:13]([S:19]([C:22]5[CH:27]=[CH:26][C:25]([CH3:28])=[CH:24][CH:23]=5)(=[O:21])=[O:20])[N:12]=[CH:11][C:10]=4[C:9]=1[CH2:8]3)[CH2:6][CH2:5]2.[Cl:31][C:32]1[C:33](=[O:60])[C@H:34]2[CH2:59][C@@:37]3([C:48]=1[C:47]1[CH:46]=[CH:45][C:44]4[C:40](=[CH:41][N:42]([S:49]([C:52]5[CH:57]=[CH:56][C:55]([CH3:58])=[CH:54][CH:53]=5)(=[O:51])=[O:50])[N:43]=4)[C:39]=1[CH2:38]3)[CH2:36][CH2:35]2.[BH4-].[Na+]. (2) Given the product [CH2:11]([O:13][C:14]([C:15]1[CH:19]=[C:20]([C:21]2[CH:22]=[CH:23][CH:24]=[CH:25][CH:26]=2)[N:1]([C:2]2[CH:10]=[CH:9][CH:8]=[C:4]([C:5](=[O:6])[NH2:7])[CH:3]=2)[C:16]=1[CH3:17])=[O:28])[CH3:12], predict the reactants needed to synthesize it. The reactants are: [NH2:1][C:2]1[CH:3]=[C:4]([CH:8]=[CH:9][CH:10]=1)[C:5]([NH2:7])=[O:6].[CH2:11]([O:13][C:14](=[O:28])[CH:15]([CH2:19][C:20](=O)[C:21]1[CH:26]=[CH:25][CH:24]=[CH:23][CH:22]=1)[C:16](=O)[CH3:17])[CH3:12].CC1C=CC(S(O)(=O)=O)=CC=1. (3) Given the product [N:21]1([C:19]2[N:20]=[C:15]([N:14]3[C:8]4[CH:7]=[C:6]([C:5]5[S:1][CH:2]=[N:3][CH:4]=5)[N:11]=[CH:10][C:9]=4[CH:12]=[N:13]3)[CH:16]=[CH:17][CH:18]=2)[CH2:22][CH2:23][NH:24][CH2:25][CH2:26]1, predict the reactants needed to synthesize it. The reactants are: [S:1]1[C:5]([C:6]2[N:11]=[CH:10][C:9]3[CH:12]=[N:13][N:14]([C:15]4[N:20]=[C:19]([N:21]5[CH2:26][CH2:25][N:24](C(OC(C)(C)C)=O)[CH2:23][CH2:22]5)[CH:18]=[CH:17][CH:16]=4)[C:8]=3[CH:7]=2)=[CH:4][N:3]=[CH:2]1.O1CCOCC1. (4) Given the product [NH:13]1[C:14]2[CH:19]=[CH:18][CH:17]=[CH:16][C:15]=2[N:11]=[C:12]1[C@H:8]([NH:9][C:10]([NH:32][C@H:29]([C:23]1[CH:28]=[CH:27][CH:26]=[CH:25][CH:24]=1)[CH2:30][CH3:31])=[O:20])[CH2:7][C:6]1[CH:21]=[CH:22][C:3]([O:2][CH3:1])=[CH:4][CH:5]=1, predict the reactants needed to synthesize it. The reactants are: [CH3:1][O:2][C:3]1[CH:22]=[CH:21][C:6]([CH2:7][C@@H:8]2[C:12]3=[N:13][C:14]4[CH:19]=[CH:18][CH:17]=[CH:16][C:15]=4[N:11]3[C:10](=[O:20])[NH:9]2)=[CH:5][CH:4]=1.[C:23]1([C@@H:29]([NH2:32])[CH2:30][CH3:31])[CH:28]=[CH:27][CH:26]=[CH:25][CH:24]=1.C(O)(C(F)(F)F)=O. (5) Given the product [Cl:1][C:2]1[CH:9]=[C:8]([O:10][C:11]2[CH:16]=[CH:15][C:14]([CH2:17][O:18][C:24]3[CH:25]=[C:26]4[N:33]([CH3:34])[CH2:32][CH2:31][N:27]4[C:28](=[O:30])[N:29]=3)=[CH:13][C:12]=2[C:19]#[N:20])[CH:7]=[CH:6][C:3]=1[C:4]#[N:5], predict the reactants needed to synthesize it. The reactants are: [Cl:1][C:2]1[CH:9]=[C:8]([O:10][C:11]2[CH:16]=[CH:15][C:14]([CH2:17][OH:18])=[CH:13][C:12]=2[C:19]#[N:20])[CH:7]=[CH:6][C:3]=1[C:4]#[N:5].[H-].[Na+].Cl[C:24]1[CH:25]=[C:26]2[N:33]([CH3:34])[CH2:32][CH2:31][N:27]2[C:28](=[O:30])[N:29]=1. (6) Given the product [Cl:1][C:2]1[CH:7]=[CH:6][C:5]([C:8]2([OH:14])[CH2:9][CH2:10][N:11]([C:20]([O:19][C:15]([CH3:18])([CH3:17])[CH3:16])=[O:21])[CH2:12][CH2:13]2)=[CH:4][CH:3]=1, predict the reactants needed to synthesize it. The reactants are: [Cl:1][C:2]1[CH:7]=[CH:6][C:5]([C:8]2([OH:14])[CH2:13][CH2:12][NH:11][CH2:10][CH2:9]2)=[CH:4][CH:3]=1.[C:15]([O:19][C:20](O[C:20]([O:19][C:15]([CH3:18])([CH3:17])[CH3:16])=[O:21])=[O:21])([CH3:18])([CH3:17])[CH3:16].C(N(C(C)C)CC)(C)C.